This data is from Retrosynthesis with 50K atom-mapped reactions and 10 reaction types from USPTO. The task is: Predict the reactants needed to synthesize the given product. (1) Given the product COc1ccc(-c2cc(-c3ccccc3)[nH]c2C(=O)NCc2ccc(C(=O)Nc3ccccn3)cc2)cc1, predict the reactants needed to synthesize it. The reactants are: COc1ccc(-c2cc(-c3ccccc3)[nH]c2C(=O)O)cc1.NCc1ccc(C(=O)Nc2ccccn2)cc1. (2) Given the product CCN(CC)CCc1c[nH]c2ccc(N(CC)S(=O)(=O)c3ccc4ccccc4c3)cc12, predict the reactants needed to synthesize it. The reactants are: CCI.CCN(CC)CCc1c[nH]c2ccc(NS(=O)(=O)c3ccc4ccccc4c3)cc12. (3) Given the product CC1(C)OB(c2cnn(CC3CCCC3)c2)OC1(C)C, predict the reactants needed to synthesize it. The reactants are: CC1(C)OB(c2cn[nH]c2)OC1(C)C.CS(=O)(=O)OCC1CCCC1. (4) Given the product CC(C)(C)OC(=O)N1CCN(c2nc(-c3ccnc(NC4CCOCC4)c3)cc3cnccc23)CC1, predict the reactants needed to synthesize it. The reactants are: CC(C)(C)OC(=O)N1CCN(c2nc(-c3ccnc(Cl)c3)cc3cnccc23)CC1.NC1CCOCC1. (5) The reactants are: CNc1ncc(I)cc1N.O=C(O)c1ncccc1Cl. Given the product CNc1ncc(I)cc1NC(=O)c1ncccc1Cl, predict the reactants needed to synthesize it. (6) Given the product COCN(c1cc(C)cnc1C(=O)N(C)OC)S(=O)(=O)c1ccc(Cl)c(C(F)(F)F)c1, predict the reactants needed to synthesize it. The reactants are: COCN(c1cc(Cl)cnc1C(=O)N(C)OC)S(=O)(=O)c1ccc(Cl)c(C(F)(F)F)c1.O=C([O-])[O-]. (7) The reactants are: CCOC(=O)c1cc2ccc(C(C)=O)nc2nc1C(F)(F)F. Given the product CCOC(=O)c1cc2ccc(C(C)O)nc2nc1C(F)(F)F, predict the reactants needed to synthesize it.